From a dataset of Reaction yield outcomes from USPTO patents with 853,638 reactions. Predict the reaction yield, written as a fraction of the theoretical maximum amount of product (1.0 means a 100% yield; for example, 0.34 means a 34% yield). The reactants are [CH2:1]([O:3][C:4](=[O:32])[CH2:5][C:6]([N:8]([CH2:28][CH:29]([CH3:31])[CH3:30])[C:9]1[C:10]([C:23](OCC)=[O:24])=[N:11][CH:12]=[C:13]([CH2:15][C:16]2[CH:21]=[CH:20][C:19]([F:22])=[CH:18][CH:17]=2)[CH:14]=1)=[O:7])[CH3:2].[O-]CC.[Na+]. The catalyst is C(O)C. The product is [F:22][C:19]1[CH:20]=[CH:21][C:16]([CH2:15][C:13]2[CH:14]=[C:9]3[C:10]([C:23]([OH:24])=[C:5]([C:4]([O:3][CH2:1][CH3:2])=[O:32])[C:6](=[O:7])[N:8]3[CH2:28][CH:29]([CH3:31])[CH3:30])=[N:11][CH:12]=2)=[CH:17][CH:18]=1. The yield is 0.990.